From a dataset of Reaction yield outcomes from USPTO patents with 853,638 reactions. Predict the reaction yield, written as a fraction of the theoretical maximum amount of product (1.0 means a 100% yield; for example, 0.34 means a 34% yield). (1) The catalyst is [I-].C([N+](CCCC)(CCCC)CCCC)CCC.C(Cl)Cl. The product is [Cl:1][C:2]1[CH:3]=[C:4]2[C:9](=[CH:10][CH:11]=1)[N:8]([CH3:27])[CH:7]([C:12]([F:15])([F:14])[F:13])[C:6]([C:16]([O:18][CH2:19][CH3:20])=[O:17])=[CH:5]2. The yield is 0.900. The reactants are [Cl:1][C:2]1[CH:3]=[C:4]2[C:9](=[CH:10][CH:11]=1)[NH:8][CH:7]([C:12]([F:15])([F:14])[F:13])[C:6]([C:16]([O:18][CH2:19][CH3:20])=[O:17])=[CH:5]2.[OH-].[Na+].S(OC)(O[CH3:27])(=O)=O.CCCCCC. (2) The reactants are [OH:1][C@H:2]1[C:10]2[C:5](=[C:6]([C:11]3[N:15]=[C:14]([C:16]4[CH:17]=[CH:18][C:19]([O:24][CH:25]([CH3:27])[CH3:26])=[C:20]([CH:23]=4)[C:21]#[N:22])[O:13][N:12]=3)[CH:7]=[CH:8][CH:9]=2)[CH2:4][CH2:3]1.N1C=CC=CC=1.[C:34](Cl)(=[O:39])[C:35]([CH3:38])([CH3:37])[CH3:36]. The catalyst is C(Cl)Cl. The product is [C:34]([O:1][C@H:2]1[C:10]2[C:5](=[C:6]([C:11]3[N:15]=[C:14]([C:16]4[CH:17]=[CH:18][C:19]([O:24][CH:25]([CH3:27])[CH3:26])=[C:20]([C:21]#[N:22])[CH:23]=4)[O:13][N:12]=3)[CH:7]=[CH:8][CH:9]=2)[CH2:4][CH2:3]1)(=[O:39])[C:35]([CH3:38])([CH3:37])[CH3:36]. The yield is 0.520. (3) The catalyst is C(O)(=O)C. The product is [CH3:8][O:9][CH2:10][CH:11]([NH:7][C:4]1[NH:3][C:2]([CH3:1])=[N:6][N:5]=1)[CH3:12]. The yield is 0.320. The reactants are [CH3:1][C:2]1[NH:3][C:4]([NH2:7])=[N:5][N:6]=1.[CH3:8][O:9][CH2:10][C:11](=O)[CH3:12].C([BH3-])#N.[Na+].O.